Task: Predict the reaction yield, written as a fraction of the theoretical maximum amount of product (1.0 means a 100% yield; for example, 0.34 means a 34% yield).. Dataset: Reaction yield outcomes from USPTO patents with 853,638 reactions (1) The reactants are [F:1][C:2]1[CH:7]=[C:6]([F:8])[CH:5]=[CH:4][C:3]=1[N:9]1[C:13]([C:14]2[S:23][C:22]3[C:21]4[N:24]=[C:25]([N:28]5[CH2:33][C@H:32]([CH3:34])[NH:31][C@H:30]([CH3:35])[CH2:29]5)[CH:26]=[CH:27][C:20]=4[O:19][CH2:18][CH2:17][C:16]=3[CH:15]=2)=[N:12][CH:11]=[N:10]1.C(=O)([O-])[O-].[K+].[K+].[C:42](OC(=O)C)(=[O:44])[CH3:43].O. The catalyst is CN(C=O)C. The product is [F:1][C:2]1[CH:7]=[C:6]([F:8])[CH:5]=[CH:4][C:3]=1[N:9]1[C:13]([C:14]2[S:23][C:22]3[C:21]4[N:24]=[C:25]([N:28]5[CH2:33][C@H:32]([CH3:34])[N:31]([C:42](=[O:44])[CH3:43])[C@H:30]([CH3:35])[CH2:29]5)[CH:26]=[CH:27][C:20]=4[O:19][CH2:18][CH2:17][C:16]=3[CH:15]=2)=[N:12][CH:11]=[N:10]1. The yield is 0.620. (2) The reactants are C[O:2][C:3](=[O:32])[CH2:4][CH2:5][CH2:6][N:7]1[CH2:11][CH2:10][CH2:9][C@@H:8]1[CH2:12][O:13][C:14]1[CH:19]=[CH:18][C:17]([CH2:20][C:21]2[CH:26]=[CH:25][C:24]([C:27]3[CH:31]=[CH:30][S:29][CH:28]=3)=[CH:23][CH:22]=2)=[CH:16][CH:15]=1.O.[ClH:34]. No catalyst specified. The product is [ClH:34].[S:29]1[CH:30]=[CH:31][C:27]([C:24]2[CH:23]=[CH:22][C:21]([CH2:20][C:17]3[CH:18]=[CH:19][C:14]([O:13][CH2:12][C@H:8]4[CH2:9][CH2:10][CH2:11][N:7]4[CH2:6][CH2:5][CH2:4][C:3]([OH:32])=[O:2])=[CH:15][CH:16]=3)=[CH:26][CH:25]=2)=[CH:28]1. The yield is 0.750. (3) The reactants are [CH3:1][O:2][C:3]1[CH:8]=[CH:7][CH:6]=[CH:5][C:4]=1[N:9]1[CH2:14][CH2:13][N:12]([CH2:15][CH2:16][CH:17]2[CH2:19][O:18]2)[CH2:11][CH2:10]1.[N:20](CC(O)CCN1CCN(C2C=CC=C(Cl)C=2Cl)CC1)=[N+:21]=[N-:22]. No catalyst specified. The product is [N:20]([CH2:19][CH:17]([OH:18])[CH2:16][CH2:15][N:12]1[CH2:13][CH2:14][N:9]([C:4]2[CH:5]=[CH:6][CH:7]=[CH:8][C:3]=2[O:2][CH3:1])[CH2:10][CH2:11]1)=[N+:21]=[N-:22]. The yield is 0.150. (4) The reactants are [OH-].[Na+].[CH3:3][O:4][C:5]1[CH:10]=[C:9]([CH3:11])[C:8]([S:12]([N:15]2[CH2:20][CH2:19][CH2:18][CH2:17][CH:16]2[CH2:21][OH:22])(=[O:14])=[O:13])=[C:7]([CH3:23])[CH:6]=1.[C:24]([O:28][C:29](=[O:32])[CH2:30]Br)([CH3:27])([CH3:26])[CH3:25]. The catalyst is [Cl-].C([N+](CCCC)(CCCC)CCCC)CCC.C1(C)C=CC=CC=1. The product is [CH3:3][O:4][C:5]1[CH:6]=[C:7]([CH3:23])[C:8]([S:12]([N:15]2[CH2:20][CH2:19][CH2:18][CH2:17][CH:16]2[CH2:21][O:22][CH2:30][C:29]([O:28][C:24]([CH3:27])([CH3:26])[CH3:25])=[O:32])(=[O:13])=[O:14])=[C:9]([CH3:11])[CH:10]=1. The yield is 0.640. (5) The reactants are [Br:1][C:2]1[S:3][C:4]2[CH2:10][CH2:9][CH2:8][C:7](=[O:11])[C:5]=2[CH:6]=1.[Cl:12][C:13]1[CH:18]=[CH:17][C:16]([Mg]Br)=[CH:15][CH:14]=1.CCOCC.[NH4+].[Cl-]. The catalyst is CCOC(C)=O.O1CCCC1. The product is [Br:1][C:2]1[S:3][C:4]2[CH2:10][CH2:9][CH2:8][C:7]([C:16]3[CH:17]=[CH:18][C:13]([Cl:12])=[CH:14][CH:15]=3)([OH:11])[C:5]=2[CH:6]=1. The yield is 0.850. (6) The reactants are [H-].[Na+].[CH3:3][S:4]([C:7]1[CH:8]=[C:9]2[C:13](=[CH:14][CH:15]=1)[NH:12][CH2:11][CH2:10]2)(=[O:6])=[O:5].[C:16]([O:20][C:21]([N:23]1[CH2:28][CH2:27][CH:26]([O:29][C:30]2[CH:35]=[C:34](Cl)[N:33]=[CH:32][N:31]=2)[CH2:25][CH2:24]1)=[O:22])([CH3:19])([CH3:18])[CH3:17]. The catalyst is CN(C=O)C.[Cl-].[Na+].O. The product is [C:16]([O:20][C:21]([N:23]1[CH2:28][CH2:27][CH:26]([O:29][C:30]2[CH:35]=[C:34]([N:12]3[C:13]4[C:9](=[CH:8][C:7]([S:4]([CH3:3])(=[O:6])=[O:5])=[CH:15][CH:14]=4)[CH2:10][CH2:11]3)[N:33]=[CH:32][N:31]=2)[CH2:25][CH2:24]1)=[O:22])([CH3:19])([CH3:17])[CH3:18]. The yield is 0.400. (7) The reactants are Cl[C:2]1[N:7]=[CH:6][C:5]([C:8]([O:10][CH3:11])=[O:9])=[CH:4][N:3]=1.[CH3:12][N:13]1[CH2:19][CH2:18][CH2:17][NH:16][CH2:15][CH2:14]1.C(N(C(C)C)C(C)C)C. The catalyst is ClCCl. The product is [CH3:12][N:13]1[CH2:19][CH2:18][CH2:17][N:16]([C:2]2[N:7]=[CH:6][C:5]([C:8]([O:10][CH3:11])=[O:9])=[CH:4][N:3]=2)[CH2:15][CH2:14]1. The yield is 0.940.